From a dataset of Reaction yield outcomes from USPTO patents with 853,638 reactions. Predict the reaction yield, written as a fraction of the theoretical maximum amount of product (1.0 means a 100% yield; for example, 0.34 means a 34% yield). The reactants are [Br:1][C:2]1[CH:7]=[CH:6][C:5]([O:8][CH3:9])=[CH:4][C:3]=1[NH2:10].C(O[CH:14]=[C:15]([C:21]([O:23][CH2:24][CH3:25])=[O:22])[C:16]([O:18][CH2:19][CH3:20])=[O:17])C. No catalyst specified. The product is [CH2:19]([O:18][C:16](=[O:17])[C:15](=[CH:14][NH:10][C:3]1[CH:4]=[C:5]([O:8][CH3:9])[CH:6]=[CH:7][C:2]=1[Br:1])[C:21]([O:23][CH2:24][CH3:25])=[O:22])[CH3:20]. The yield is 0.810.